The task is: Predict the reaction yield, written as a fraction of the theoretical maximum amount of product (1.0 means a 100% yield; for example, 0.34 means a 34% yield).. This data is from Reaction yield outcomes from USPTO patents with 853,638 reactions. (1) The reactants are Br.[NH2:2][C:3]1[CH:15]=[C:14]2[C:6]([C:7]3[C:8]([Br:19])=[CH:9][CH:10]=[C:11]([C:16]([NH2:18])=[O:17])[C:12]=3[NH:13]2)=[CH:5][CH:4]=1.CCN(C(C)C)C(C)C.Cl[CH2:30][CH2:31][N:32]=[C:33]=[O:34].[H-].[Na+]. The catalyst is CN(C=O)C.O. The product is [Br:19][C:8]1[C:7]2[C:6]3[C:14](=[CH:15][C:3]([N:2]4[CH2:30][CH2:31][NH:32][C:33]4=[O:34])=[CH:4][CH:5]=3)[NH:13][C:12]=2[C:11]([C:16]([NH2:18])=[O:17])=[CH:10][CH:9]=1. The yield is 0.600. (2) The reactants are [H-].[Na+].[F:3][C:4]([F:19])([F:18])[CH:5]([C:7]1[CH:12]=[CH:11][CH:10]=[CH:9][C:8]=1[C:13]1[O:14][CH:15]=[CH:16][CH:17]=1)[OH:6].[Cl:20][C:21]1[CH:26]=[C:25](Cl)[N:24]=[CH:23][N:22]=1.O. The catalyst is C1COCC1.C(OCC)(=O)C. The product is [Cl:20][C:21]1[CH:26]=[C:25]([O:6][CH:5]([C:7]2[CH:12]=[CH:11][CH:10]=[CH:9][C:8]=2[C:13]2[O:14][CH:15]=[CH:16][CH:17]=2)[C:4]([F:3])([F:18])[F:19])[N:24]=[CH:23][N:22]=1. The yield is 0.800. (3) The reactants are [CH2:1]([NH:3][C:4]1[S:5][C@H:6]2[O:12][C@H:11]([CH2:13][OH:14])[C@@H:10]([OH:15])[C@H:9]([OH:16])[C@H:7]2[N:8]=1)[CH3:2].CCN(C(C)C)C(C)C.[CH3:26][C:27]([O:30][C:31](O[C:31]([O:30][C:27]([CH3:29])([CH3:28])[CH3:26])=[O:32])=[O:32])([CH3:29])[CH3:28].CO. The catalyst is CN(C=O)C. The product is [OH:15][C@@H:10]1[C@@H:11]([CH2:13][OH:14])[O:12][C@H:6]2[C@H:7]([N:8]=[C:4]([N:3]([CH2:1][CH3:2])[C:31](=[O:32])[O:30][C:27]([CH3:29])([CH3:28])[CH3:26])[S:5]2)[C@H:9]1[OH:16]. The yield is 0.640. (4) The reactants are [N+:1]([C:4]1[CH:15]=[CH:14][C:7]([CH2:8][C:9]2[O:10][CH:11]=[CH:12][N:13]=2)=[CH:6][CH:5]=1)([O-])=O.[Sn](Cl)(Cl)(Cl)Cl. The catalyst is C(O)C.[OH-].[Na+]. The product is [O:10]1[CH:11]=[CH:12][N:13]=[C:9]1[CH2:8][C:7]1[CH:14]=[CH:15][C:4]([NH2:1])=[CH:5][CH:6]=1. The yield is 0.630. (5) The reactants are CO[C:3](=O)[C:4]1[CH:9]=[CH:8][C:7]([C:10]2[C:33](=[O:34])[N:32]([CH2:35][CH3:36])[C:13]3[N:14]=[C:15]([NH:18][C:19]4[CH:24]=[CH:23][C:22]([N:25]5[CH2:30][CH2:29][N:28]([CH3:31])[CH2:27][CH2:26]5)=[CH:21][CH:20]=4)[N:16]=[CH:17][C:12]=3[CH:11]=2)=[C:6]([Cl:37])[CH:5]=1.[OH2:39].[NH2:40][NH2:41]. The catalyst is C(O)C. The product is [Cl:37][C:6]1[CH:5]=[C:4]([CH:9]=[CH:8][C:7]=1[C:10]1[C:33](=[O:34])[N:32]([CH2:35][CH3:36])[C:13]2[N:14]=[C:15]([NH:18][C:19]3[CH:20]=[CH:21][C:22]([N:25]4[CH2:26][CH2:27][N:28]([CH3:31])[CH2:29][CH2:30]4)=[CH:23][CH:24]=3)[N:16]=[CH:17][C:12]=2[CH:11]=1)[C:3]([NH:40][NH2:41])=[O:39]. The yield is 0.570.